From a dataset of TCR-epitope binding with 47,182 pairs between 192 epitopes and 23,139 TCRs. Binary Classification. Given a T-cell receptor sequence (or CDR3 region) and an epitope sequence, predict whether binding occurs between them. (1) The epitope is LEPLVDLPI. The TCR CDR3 sequence is CSVLTIYEQYF. Result: 1 (the TCR binds to the epitope). (2) The epitope is FQPTNGVGY. The TCR CDR3 sequence is CASSESQTGDYEQYF. Result: 0 (the TCR does not bind to the epitope). (3) The epitope is AMFWSVPTV. The TCR CDR3 sequence is CASSSWTGLSLSFYGYTF. Result: 1 (the TCR binds to the epitope). (4) The epitope is TLIGDCATV. The TCR CDR3 sequence is CASSITGNTEAFF. Result: 0 (the TCR does not bind to the epitope). (5) The epitope is RISNCVADY. The TCR CDR3 sequence is CASSPEWGYEQYF. Result: 0 (the TCR does not bind to the epitope). (6) The epitope is FRYMNSQGL. The TCR CDR3 sequence is CASNPVFAAGGETQYF. Result: 0 (the TCR does not bind to the epitope). (7) The epitope is NLVPMVATV. The TCR CDR3 sequence is CASSPRGAYQPQHF. Result: 1 (the TCR binds to the epitope). (8) The epitope is LPPIVAKEI. The TCR CDR3 sequence is CASSQVLSLDTGQPQHF. Result: 0 (the TCR does not bind to the epitope).